This data is from Forward reaction prediction with 1.9M reactions from USPTO patents (1976-2016). The task is: Predict the product of the given reaction. (1) Given the reactants [Cl:1][C:2]1[CH:7]=[C:6]([OH:8])[CH:5]=[CH:4][C:3]=1[C:9]1[CH:14]=[CH:13][CH:12]=[C:11]([CH2:15][O:16][C:17]2[CH:22]=[CH:21][C:20]([C:23]3([CH2:27][C:28]([O:30][CH2:31][CH3:32])=[O:29])[CH2:26][O:25][CH2:24]3)=[CH:19][CH:18]=2)[CH:10]=1.CC1C=CC(S(O[CH2:44][CH:45]2[CH2:49][CH2:48][S:47](=[O:51])(=[O:50])[CH2:46]2)(=O)=O)=CC=1.C(=O)([O-])[O-].[Cs+].[Cs+], predict the reaction product. The product is: [Cl:1][C:2]1[CH:7]=[C:6]([O:8][CH2:44][CH:45]2[CH2:49][CH2:48][S:47](=[O:51])(=[O:50])[CH2:46]2)[CH:5]=[CH:4][C:3]=1[C:9]1[CH:14]=[CH:13][CH:12]=[C:11]([CH2:15][O:16][C:17]2[CH:22]=[CH:21][C:20]([C:23]3([CH2:27][C:28]([O:30][CH2:31][CH3:32])=[O:29])[CH2:24][O:25][CH2:26]3)=[CH:19][CH:18]=2)[CH:10]=1. (2) Given the reactants C([O:5][CH:6]([O:10][C:11]([CH3:14])([CH3:13])[CH3:12])N(C)C)(C)(C)C.[Cl:15][C:16]1[CH:21]=[CH:20][C:19]([CH2:22]C(O)=O)=[CH:18][CH:17]=1, predict the reaction product. The product is: [C:11]([O:10][C:6](=[O:5])[CH2:22][C:19]1[CH:20]=[CH:21][C:16]([Cl:15])=[CH:17][CH:18]=1)([CH3:12])([CH3:13])[CH3:14]. (3) Given the reactants [OH-].[Na+].[CH2:3]([O:10][C:11]([N:13]1[CH2:17][C:16](=[CH2:18])[CH2:15][NH:14]1)=[O:12])[C:4]1[CH:9]=[CH:8][CH:7]=[CH:6][CH:5]=1.[F:19][C:20]1[CH:25]=[CH:24][C:23]([CH2:26][C:27](Cl)=[O:28])=[CH:22][CH:21]=1, predict the reaction product. The product is: [CH2:3]([O:10][C:11]([N:13]1[CH2:17][C:16](=[CH2:18])[CH2:15][N:14]1[C:27](=[O:28])[CH2:26][C:23]1[CH:24]=[CH:25][C:20]([F:19])=[CH:21][CH:22]=1)=[O:12])[C:4]1[CH:5]=[CH:6][CH:7]=[CH:8][CH:9]=1. (4) Given the reactants [C:1]([NH:7][C@H:8]([C:13]([OH:15])=O)[C@H:9]([CH2:11][CH3:12])[CH3:10])(=[O:6])[CH2:2][CH:3]([CH3:5])[CH3:4].Cl.[CH2:17]([O:21][C:22](=[O:26])[C@H:23]([CH3:25])[NH2:24])[CH:18]([CH3:20])[CH3:19].C(N[C@H](C(O)=O)C)(OC(C)(C)C)=O, predict the reaction product. The product is: [CH2:17]([O:21][C:22](=[O:26])[C@H:23]([CH3:25])[NH:24][C:13](=[O:15])[C@H:8]([C@H:9]([CH2:11][CH3:12])[CH3:10])[NH:7][C:1](=[O:6])[CH2:2][CH:3]([CH3:4])[CH3:5])[CH:18]([CH3:20])[CH3:19]. (5) Given the reactants [CH3:1][S:2]([N:5]1[CH2:10][CH:9]=[C:8]([C:11]2[CH:12]=[C:13]3[CH2:27][C:18]4([CH2:26][C:20]5([CH2:25][CH2:24][NH:23][CH2:22][CH2:21]5)[CH2:19]4)[O:17][C:14]3=[CH:15][N:16]=2)[CH2:7][CH2:6]1)(=[O:4])=[O:3].[F:28][C:29]([F:46])([F:45])[C@@H:30]([O:32][C:33](=O)[O:34]C1C=CC([N+]([O-])=O)=CC=1)[CH3:31], predict the reaction product. The product is: [F:28][C:29]([F:46])([F:45])[C@H:30]([CH3:31])[O:32][C:33]([N:23]1[CH2:22][CH2:21][C:20]2([CH2:19][C:18]3([O:17][C:14]4=[CH:15][N:16]=[C:11]([C:8]5[CH2:9][CH2:10][N:5]([S:2]([CH3:1])(=[O:4])=[O:3])[CH2:6][CH:7]=5)[CH:12]=[C:13]4[CH2:27]3)[CH2:26]2)[CH2:25][CH2:24]1)=[O:34]. (6) Given the reactants C(O)(C(F)(F)F)=O.[CH3:8][O:9][C:10]([NH:12][C@@H:13]([CH:59]([CH3:61])[CH3:60])[C:14]([N:16]1[C@H:21]([C:22]2[NH:23][C:24]([C:27]3[CH:28]=[C:29]4[C:34](=[CH:35][CH:36]=3)[CH:33]=[C:32]([C:37]3[CH:38]=[CH:39][C:40]5[N:44]=[C:43]([C@@H:45]6[CH2:50][C@@H:49]7[C@@H:47]([CH2:48]7)[N:46]6C(OC(C)(C)C)=O)[NH:42][C:41]=5[CH:58]=3)[CH:31]=[CH:30]4)=[CH:25][N:26]=2)[CH2:20][C@@H:19]2[C@H:17]1[CH2:18]2)=[O:15])=[O:11], predict the reaction product. The product is: [C@@H:47]12[CH2:48][C@@H:49]1[CH2:50][C@@H:45]([C:43]1[NH:42][C:41]3[CH:58]=[C:37]([C:32]4[CH:33]=[C:34]5[C:29](=[CH:30][CH:31]=4)[CH:28]=[C:27]([C:24]4[NH:23][C:22]([C@@H:21]6[CH2:20][C@@H:19]7[C@@H:17]([CH2:18]7)[N:16]6[C:14](=[O:15])[C@@H:13]([NH:12][C:10](=[O:11])[O:9][CH3:8])[CH:59]([CH3:61])[CH3:60])=[N:26][CH:25]=4)[CH:36]=[CH:35]5)[CH:38]=[CH:39][C:40]=3[N:44]=1)[NH:46]2. (7) Given the reactants CN1CCCC1CCN1CCCCC2C=C(NC(C3SC=CC=3)=N)C=CC1=2.O=[C:29]1[N:35]([CH2:36][CH2:37][N:38]2[CH2:43]C[CH2:41][CH2:40][CH2:39]2)[C:34]2[CH:44]=[CH:45][C:46]([NH:48][C:49]([C:51]3[S:52][CH:53]=[CH:54][CH:55]=3)=[NH:50])=[CH:47][C:33]=2CC[CH2:30]1, predict the reaction product. The product is: [N:38]1([CH2:37][CH2:36][N:35]2[C:34]3[C:33](=[CH:47][C:46]([NH:48][C:49]([C:51]4[S:52][CH:53]=[CH:54][CH:55]=4)=[NH:50])=[CH:45][CH:44]=3)[CH2:30][CH2:29]2)[CH2:39][CH2:40][CH2:41][CH2:43]1. (8) Given the reactants COC1C=CC(C[N:8]2[C:13](=[O:14])[C:12]([N:15]3[CH2:20][CH2:19][O:18][CH2:17][CH2:16]3)=[C:11]3[C:21](=[O:36])[N:22]([CH2:24][CH2:25][C:26]4[CH:35]=[CH:34][C:33]5[C:28](=[CH:29][CH:30]=[CH:31][CH:32]=5)[N:27]=4)[CH2:23][C:10]3=[CH:9]2)=CC=1, predict the reaction product. The product is: [N:15]1([C:12]2[C:13](=[O:14])[NH:8][CH:9]=[C:10]3[CH2:23][N:22]([CH2:24][CH2:25][C:26]4[CH:35]=[CH:34][C:33]5[C:28](=[CH:29][CH:30]=[CH:31][CH:32]=5)[N:27]=4)[C:21](=[O:36])[C:11]=23)[CH2:20][CH2:19][O:18][CH2:17][CH2:16]1. (9) Given the reactants C([O:4][CH2:5][CH2:6][CH2:7][CH2:8][CH2:9][CH2:10][CH2:11][CH2:12][S:13][C:14]1[CH:19]=[CH:18][NH:17][C:16](=[S:20])[C:15]=1[CH3:21])(=O)C.Cl[CH2:23][C:24]1[NH:25][C:26]2[CH:32]=[CH:31][CH:30]=[CH:29][C:27]=2[N:28]=1.[OH-].[Na+], predict the reaction product. The product is: [OH:4][CH2:5][CH2:6][CH2:7][CH2:8][CH2:9][CH2:10][CH2:11][CH2:12][S:13][C:14]1[CH:19]=[CH:18][N:17]=[C:16]([S:20][CH2:23][C:24]2[NH:28][C:27]3[CH:29]=[CH:30][CH:31]=[CH:32][C:26]=3[N:25]=2)[C:15]=1[CH3:21].